From a dataset of Full USPTO retrosynthesis dataset with 1.9M reactions from patents (1976-2016). Predict the reactants needed to synthesize the given product. (1) Given the product [S:1]([C:11]1[CH:19]=[CH:18][CH:17]=[CH:16][C:12]=1[C:13]([OH:15])=[O:14])([C:2]1[CH:10]=[CH:9][CH:8]=[CH:7][C:3]=1[C:4]([OH:6])=[O:5])(=[O:21])=[O:26], predict the reactants needed to synthesize it. The reactants are: [S:1]([C:11]1[CH:19]=[CH:18][CH:17]=[CH:16][C:12]=1[C:13]([OH:15])=[O:14])[C:2]1[CH:10]=[CH:9][CH:8]=[CH:7][C:3]=1[C:4]([OH:6])=[O:5].I([O-])(=O)(=O)=[O:21].[Na+].[OH2:26]. (2) The reactants are: CC1(C)C(C)(C)OB([C:9]2[CH:10]=[C:11]([OH:15])[CH:12]=[CH:13][CH:14]=2)O1.Cl[C:18]1[C:23]([N+:24]([O-:26])=[O:25])=[CH:22][CH:21]=[CH:20][N:19]=1.C(=O)([O-])[O-].[K+].[K+]. Given the product [N+:24]([C:23]1[C:18]([C:9]2[CH:10]=[C:11]([OH:15])[CH:12]=[CH:13][CH:14]=2)=[N:19][CH:20]=[CH:21][CH:22]=1)([O-:26])=[O:25], predict the reactants needed to synthesize it. (3) Given the product [F:21][C:18]1[CH:19]=[CH:20][C:15]([N:12]2[C:5]3=[C:6]4[C:11](=[C:2]([C:32]5[CH:33]=[CH:34][C:29]([O:28][CH:23]6[CH2:24][CH2:25][CH2:26][CH2:27][O:22]6)=[CH:30][CH:31]=5)[CH:3]=[C:4]3[CH:14]=[N:13]2)[CH:10]=[N:9][CH:8]=[CH:7]4)=[CH:16][CH:17]=1, predict the reactants needed to synthesize it. The reactants are: Br[C:2]1[CH:3]=[C:4]2[CH:14]=[N:13][N:12]([C:15]3[CH:20]=[CH:19][C:18]([F:21])=[CH:17][CH:16]=3)[C:5]2=[C:6]2[C:11]=1[CH:10]=[N:9][CH:8]=[CH:7]2.[O:22]1[CH2:27][CH2:26][CH2:25][CH2:24][CH:23]1[O:28][C:29]1[CH:34]=[CH:33][C:32](B(O)O)=[CH:31][CH:30]=1.C([O-])([O-])=O.[K+].[K+].O. (4) Given the product [CH2:2]([N:9]1[C@@H:14]2[C@H:22]([S:24]([C:27]3[CH:32]=[CH:31][CH:30]=[CH:29][CH:28]=3)(=[O:25])=[O:26])[CH2:23][C@@:10]1([C:16]1[CH:21]=[CH:20][CH:19]=[CH:18][CH:17]=1)[C:11](=[O:15])[CH:12]=[CH:13]2)[C:3]1[CH:4]=[CH:5][CH:6]=[CH:7][CH:8]=1, predict the reactants needed to synthesize it. The reactants are: [Br-].[CH2:2]([N+:9]1[CH:14]=[CH:13][CH:12]=[C:11]([OH:15])[C:10]=1[C:16]1[CH:21]=[CH:20][CH:19]=[CH:18][CH:17]=1)[C:3]1[CH:8]=[CH:7][CH:6]=[CH:5][CH:4]=1.[CH:22]([S:24]([C:27]1[CH:32]=[CH:31][CH:30]=[CH:29][CH:28]=1)(=[O:26])=[O:25])=[CH2:23].C(N(CC)CC)C.C([O-])(O)=O.[Na+]. (5) Given the product [Cl:28][C:24]1[CH:23]=[C:22]([C:20]2[N:21]=[C:17]([NH:16][C:6]3[CH:5]=[C:4]([CH:3]([O:14][CH3:15])[O:2][CH3:1])[CH:9]=[CH:8][C:7]=3[N+:10]([O-:12])=[O:11])[S:18][C:19]=2[C:29]([NH2:31])=[O:30])[CH:27]=[CH:26][CH:25]=1, predict the reactants needed to synthesize it. The reactants are: [CH3:1][O:2][CH:3]([O:14][CH3:15])[C:4]1[CH:9]=[CH:8][C:7]([N+:10]([O-:12])=[O:11])=[C:6](F)[CH:5]=1.[NH2:16][C:17]1[S:18][C:19]([C:29]([NH2:31])=[O:30])=[C:20]([C:22]2[CH:27]=[CH:26][CH:25]=[C:24]([Cl:28])[CH:23]=2)[N:21]=1.C(=O)([O-])[O-].[Cs+].[Cs+].[Cl-].[NH4+]. (6) The reactants are: C(OC([N:8]1[CH2:13][CH2:12][C:11]2[N:14]([CH3:41])[C:15]([C:34]3[CH:39]=[CH:38][N:37]=[C:36]([NH2:40])[N:35]=3)=[C:16]([C:17]3[CH:22]=[CH:21][CH:20]=[C:19]([NH:23][S:24]([C:27]4[CH:32]=[CH:31][CH:30]=[C:29]([F:33])[CH:28]=4)(=[O:26])=[O:25])[CH:18]=3)[C:10]=2[C:9]1=[O:42])=O)(C)(C)C. Given the product [NH2:40][C:36]1[N:35]=[C:34]([C:15]2[N:14]([CH3:41])[C:11]3[CH2:12][CH2:13][NH:8][C:9](=[O:42])[C:10]=3[C:16]=2[C:17]2[CH:18]=[C:19]([NH:23][S:24]([C:27]3[CH:32]=[CH:31][CH:30]=[C:29]([F:33])[CH:28]=3)(=[O:25])=[O:26])[CH:20]=[CH:21][CH:22]=2)[CH:39]=[CH:38][N:37]=1, predict the reactants needed to synthesize it. (7) Given the product [CH:1]1([CH:7]([N:11]2[CH2:12][CH2:13][C:14]([C:37]3[CH:42]=[CH:41][CH:40]=[C:39]([F:43])[CH:38]=3)([CH2:17][CH2:18][N:19]3[C@H:20]4[CH2:26][CH2:25][C@@H:24]3[CH2:23][CH:22]([N:27]3[C:31]5[CH:32]=[CH:33][CH:34]=[CH:35][C:30]=5[N:29]=[C:28]3[CH3:36])[CH2:21]4)[CH2:15][CH2:16]2)[C:8]([NH2:47])=[O:9])[CH2:2][CH2:3][CH2:4][CH2:5][CH2:6]1, predict the reactants needed to synthesize it. The reactants are: [CH:1]1([CH:7]([N:11]2[CH2:16][CH2:15][C:14]([C:37]3[CH:42]=[CH:41][CH:40]=[C:39]([F:43])[CH:38]=3)([CH2:17][CH2:18][N:19]3[C@H:24]4[CH2:25][CH2:26][C@@H:20]3[CH2:21][CH:22]([N:27]3[C:31]5[CH:32]=[CH:33][CH:34]=[CH:35][C:30]=5[N:29]=[C:28]3[CH3:36])[CH2:23]4)[CH2:13][CH2:12]2)[C:8](O)=[O:9])[CH2:6][CH2:5][CH2:4][CH2:3][CH2:2]1.NO.O[N:47]1C2C=CC=CC=2N=N1.CN1CCOCC1.C(Cl)CCl.